From a dataset of Catalyst prediction with 721,799 reactions and 888 catalyst types from USPTO. Predict which catalyst facilitates the given reaction. Product: [N:1]1([C:15]([O:17][C:18]2[CH:19]=[CH:20][C:21]([N+:24]([O-:26])=[O:25])=[CH:22][CH:23]=2)=[O:16])[CH2:6][CH2:5][S:4][CH2:3][CH2:2]1. Reactant: [NH:1]1[CH2:6][CH2:5][S:4][CH2:3][CH2:2]1.C(N(CC)CC)C.Cl[C:15]([O:17][C:18]1[CH:23]=[CH:22][C:21]([N+:24]([O-:26])=[O:25])=[CH:20][CH:19]=1)=[O:16].O. The catalyst class is: 96.